This data is from Full USPTO retrosynthesis dataset with 1.9M reactions from patents (1976-2016). The task is: Predict the reactants needed to synthesize the given product. (1) The reactants are: [CH2:1]([Li])CCC.Br[C:7]1[C:15]2[C:14]([Cl:16])=[N:13][CH:12]=[N:11][C:10]=2[NH:9][CH:8]=1.CI. Given the product [Cl:16][C:14]1[C:15]2[C:7]([CH3:1])=[CH:8][NH:9][C:10]=2[N:11]=[CH:12][N:13]=1, predict the reactants needed to synthesize it. (2) Given the product [F:14][C:15]1[CH:20]=[CH:19][C:18]([CH2:21][N:22]2[C:26]([S:27][CH3:28])=[CH:25][N:24]=[C:23]2[CH2:29][NH:1][CH2:2][C:3]2[N:8]=[C:7]([CH3:9])[CH:6]=[C:5]([C:10]([O:12][CH3:13])=[O:11])[CH:4]=2)=[CH:17][CH:16]=1, predict the reactants needed to synthesize it. The reactants are: [NH2:1][CH2:2][C:3]1[N:8]=[C:7]([CH3:9])[CH:6]=[C:5]([C:10]([O:12][CH3:13])=[O:11])[CH:4]=1.[F:14][C:15]1[CH:20]=[CH:19][C:18]([CH2:21][N:22]2[C:26]([S:27][CH3:28])=[CH:25][N:24]=[C:23]2[CH:29]=O)=[CH:17][CH:16]=1. (3) Given the product [CH3:7][O:8][C:9]1[CH:14]=[CH:13][C:12]([C:15]2([CH2:21][NH2:22])[CH2:16][CH2:17][O:18][CH2:19][CH2:20]2)=[CH:11][CH:10]=1, predict the reactants needed to synthesize it. The reactants are: [H-].[H-].[H-].[H-].[Li+].[Al+3].[CH3:7][O:8][C:9]1[CH:14]=[CH:13][C:12]([C:15]2([C:21]#[N:22])[CH2:20][CH2:19][O:18][CH2:17][CH2:16]2)=[CH:11][CH:10]=1.[OH-].[Na+]. (4) Given the product [NH2:18][C@@H:17]1[C:16](=[O:33])[NH:15][C:14]2[CH:34]=[C:35]([F:38])[CH:36]=[CH:37][C:13]=2[O:12][C@@H:11]1[CH2:10][CH2:9][OH:8], predict the reactants needed to synthesize it. The reactants are: C([O:8][CH2:9][CH2:10][C@@H:11]1[C@H:17]([N:18](CC2C=CC=CC=2)CC2C=CC=CC=2)[C:16](=[O:33])[NH:15][C:14]2[CH:34]=[C:35]([F:38])[CH:36]=[CH:37][C:13]=2[O:12]1)C1C=CC=CC=1. (5) Given the product [NH:2]1[CH:3]=[CH:4][C:5]([C:7]2[CH:16]=[CH:15][C:10]([C:11]([O:13][CH3:14])=[O:12])=[CH:9][CH:8]=2)=[N:19]1, predict the reactants needed to synthesize it. The reactants are: C[N:2](C)/[CH:3]=[CH:4]/[C:5]([C:7]1[CH:16]=[CH:15][C:10]([C:11]([O:13][CH3:14])=[O:12])=[CH:9][CH:8]=1)=O.O.[NH2:19]N. (6) Given the product [F:1][C:2]1[CH:7]=[C:6]([NH2:8])[CH:5]=[C:4]([F:11])[C:3]=1[N:12]1[CH2:17][CH:16]2[CH:14]([O:15]2)[CH2:13]1, predict the reactants needed to synthesize it. The reactants are: [F:1][C:2]1[CH:7]=[C:6]([N+:8]([O-])=O)[CH:5]=[C:4]([F:11])[C:3]=1[N:12]1[CH2:17][CH:16]2[CH:14]([O:15]2)[CH2:13]1.[H][H].